This data is from Experimentally validated miRNA-target interactions with 360,000+ pairs, plus equal number of negative samples. The task is: Binary Classification. Given a miRNA mature sequence and a target amino acid sequence, predict their likelihood of interaction. (1) The miRNA is hsa-miR-548ad-5p with sequence AAAAGUAAUUGUGGUUUUUG. The protein sequence of the target gene is MVVMARLSRPERPDLVFEEEDLPYEEEIMRNQFSVKCWLRYIEFKQGAPKPRLNQLYERALKLLPCSYKLWYRYLKARRAQVKHRCVTDPAYEDVNNCHERAFVFMHKMPRLWLDYCQFLMDQGRVTHTRRTFDRALRALPITQHSRIWPLYLRFLRSHPLPETAVRGYRRFLKLSPESAEEYIEYLKSSDRLDEAAQRLATVVNDERFVSKAGKSNYQLWHELCDLISQNPDKVQSLNVDAIIRGGLTRFTDQLGKLWCSLADYYIRSGHFEKARDVYEEAIRTVMTVRDFTQVFDSYA.... Result: 0 (no interaction). (2) The miRNA is hsa-miR-5584-5p with sequence CAGGGAAAUGGGAAGAACUAGA. The protein sequence of the target gene is MAAGSGGSGGSGAGPGPGPGPGGGGGPGSSGPGLGSGGGLGGGGELHPRTGRLVSLSACGRTARRQQPGQEFNHGLVLSREPLRDGRVFTVRIDRKVNSWSGSIEIGVTALDPSVLDFPSSATGLKGGSWVVSGCSVLRDGRSVLEEYGQDLDQLVEGDRVGVERTATGELRLWVNGRDCGVAATGLPARVWAVVDLYGKCTQITVLPSEPGFSPPTPVPTPPLEPLAPPEDSALLEQGTSVDEAFMVSPAQARPETFPNSLDSHNDFASMELSEVVSNAILSAYNGGLLNVSLSSPPAG.... Result: 0 (no interaction). (3) The miRNA is mmu-miR-483-5p with sequence AAGACGGGAGAAGAGAAGGGAG. The protein sequence of the target gene is MPFGLKLRRTRRYNVLSKNCFVTRIRLLDSNVIECTLSVESTGQECLEAVAQRLELRETHYFGLWFLSKSQQARWVELEKPLKKHLDKFANEPLLFFGVMFYVPNVSRLQQEATRYQYYLQVKKDVLEGRLRCSLEQVIRLAGLAVQADFGDYNQFDSQEFLREYVLFPMDLAMEEAALEELTQKVAQEHKAHSGILPAEAELMYINEVERLDGFGQEIFPVKDSHGNSVHLGIFFMGIFVRNRVGRQAVIYRWNDIGSVTHSKAAILLELIDKEETALFHTDDIENAKYISRLFTTRHK.... Result: 0 (no interaction).